This data is from Peptide-MHC class II binding affinity with 134,281 pairs from IEDB. The task is: Regression. Given a peptide amino acid sequence and an MHC pseudo amino acid sequence, predict their binding affinity value. This is MHC class II binding data. The peptide sequence is GAATVAAGAATTAAG. The MHC is DRB5_0101 with pseudo-sequence DRB5_0101. The binding affinity (normalized) is 0.437.